Dataset: Full USPTO retrosynthesis dataset with 1.9M reactions from patents (1976-2016). Task: Predict the reactants needed to synthesize the given product. The reactants are: Cl[C:2]1[CH:15]=[CH:14][C:5]([C:6]([C:8]2[CH:13]=[CH:12][CH:11]=[CH:10][CH:9]=2)=[O:7])=[CH:4][C:3]=1[N+:16]([O-:18])=[O:17].[C:19]([NH:26][CH:27]1[CH2:32][CH2:31][NH:30][CH2:29][CH2:28]1)([O:21][C:22]([CH3:25])([CH3:24])[CH3:23])=[O:20]. Given the product [C:6]([C:5]1[CH:14]=[CH:15][C:2]([N:30]2[CH2:29][CH2:28][CH:27]([NH:26][C:19](=[O:20])[O:21][C:22]([CH3:24])([CH3:23])[CH3:25])[CH2:32][CH2:31]2)=[C:3]([N+:16]([O-:18])=[O:17])[CH:4]=1)(=[O:7])[C:8]1[CH:13]=[CH:12][CH:11]=[CH:10][CH:9]=1, predict the reactants needed to synthesize it.